Dataset: Catalyst prediction with 721,799 reactions and 888 catalyst types from USPTO. Task: Predict which catalyst facilitates the given reaction. Reactant: Cl.Cl.Cl.[F:4][C:5]1[CH:6]=[C:7]([C:12]2[N:13]=[C:14]([CH:22]3[CH2:27][CH2:26][NH:25][CH2:24][CH2:23]3)[N:15]([CH:17](N(C)C)[CH3:18])[CH:16]=2)[CH:8]=[CH:9][C:10]=1[F:11].Cl[C:29]1[N:37]=[CH:36][N:35]=[C:34]2[C:30]=1[N:31]([CH3:39])[C:32](=[O:38])[NH:33]2.C[CH2:41][N:42](C(C)C)[CH:43](C)C. Product: [F:4][C:5]1[CH:6]=[C:7]([C:12]2[N:13]=[C:14]([CH:22]3[CH2:23][CH2:24][N:25]([C:29]4[N:37]=[CH:36][N:35]=[C:34]5[C:30]=4[N:31]([CH3:39])[C:32](=[O:38])[NH:33]5)[CH2:26][CH2:27]3)[N:15]([CH2:17][CH2:18][N:42]([CH3:43])[CH3:41])[CH:16]=2)[CH:8]=[CH:9][C:10]=1[F:11]. The catalyst class is: 37.